Dataset: Peptide-MHC class I binding affinity with 185,985 pairs from IEDB/IMGT. Task: Regression. Given a peptide amino acid sequence and an MHC pseudo amino acid sequence, predict their binding affinity value. This is MHC class I binding data. The peptide sequence is VPAPAGPIV. The MHC is HLA-B57:01 with pseudo-sequence HLA-B57:01. The binding affinity (normalized) is 0.